Predict the reactants needed to synthesize the given product. From a dataset of Full USPTO retrosynthesis dataset with 1.9M reactions from patents (1976-2016). Given the product [CH3:41][N:42]([CH3:46])[C:43]([N:24]1[CH2:23][CH2:22][C:21]2[CH:27]=[CH:28][C:18]([NH:17][C:15]3[N:16]=[C:9]4[C:8]([C:6]5[CH:7]=[C:2]([Cl:1])[CH:3]=[CH:4][C:5]=5[O:29][CH2:30][CH:31]([F:33])[F:32])=[CH:13][CH:12]=[CH:11][N:10]4[N:14]=3)=[CH:19][C:20]=2[CH2:26][CH2:25]1)=[O:44], predict the reactants needed to synthesize it. The reactants are: [Cl:1][C:2]1[CH:3]=[CH:4][C:5]([O:29][CH2:30][CH:31]([F:33])[F:32])=[C:6]([C:8]2[C:9]3[N:10]([N:14]=[C:15]([NH:17][C:18]4[CH:28]=[CH:27][C:21]5[CH2:22][CH2:23][NH:24][CH2:25][CH2:26][C:20]=5[CH:19]=4)[N:16]=3)[CH:11]=[CH:12][CH:13]=2)[CH:7]=1.C(N(CC)CC)C.[CH3:41][N:42]([CH3:46])[C:43](Cl)=[O:44].